From a dataset of Retrosynthesis with 50K atom-mapped reactions and 10 reaction types from USPTO. Predict the reactants needed to synthesize the given product. (1) Given the product CCCS(=O)(=O)N1CC(CNC(=O)c2ccc(Cl)cc2Cl)(c2ccccn2)C1, predict the reactants needed to synthesize it. The reactants are: CCCS(=O)(=O)N1CC(CN)(c2ccccn2)C1.O=C(Cl)c1ccc(Cl)cc1Cl. (2) Given the product COc1ccc(C(=O)c2ccc(O)cc2O)cc1, predict the reactants needed to synthesize it. The reactants are: COc1ccc(C(=O)Cl)cc1.Oc1cccc(O)c1. (3) Given the product O=C(c1c(-c2ccccc2)sc2ccccc12)N1CCN(c2cccc(Cl)c2)CC1, predict the reactants needed to synthesize it. The reactants are: Clc1cccc(N2CCNCC2)c1.O=C(O)c1c(-c2ccccc2)sc2ccccc12. (4) Given the product COC(=O)c1ccc(NC(=O)c2ccc(C(F)(F)F)cc2F)cc1, predict the reactants needed to synthesize it. The reactants are: COC(=O)c1ccc(N)cc1.O=C(Cl)c1ccc(C(F)(F)F)cc1F. (5) Given the product COc1ccc(CN(Cc2ccc(OC)cc2)c2ncc(-c3nc(N4CCOCC4)nc4c3CCN4c3cccc(C(=O)N4CCN(C)CC4)c3)cn2)cc1, predict the reactants needed to synthesize it. The reactants are: CN1CCNCC1.COc1ccc(CN(Cc2ccc(OC)cc2)c2ncc(-c3nc(N4CCOCC4)nc4c3CCN4c3cccc(C(=O)O)c3)cn2)cc1. (6) Given the product CCOC(=O)[C@@H]1CC(F)(F)CC[C@@H]1NC(=O)OC(C)(C)C, predict the reactants needed to synthesize it. The reactants are: CC(C)(C)OC(=O)OC(=O)OC(C)(C)C.CCOC(=O)[C@@H]1CC(F)(F)CC[C@@H]1N. (7) Given the product COC(=O)c1noc2c1CCc1cc(CN3CC(C(=O)OC(C)(C)C)C3)ccc1-2, predict the reactants needed to synthesize it. The reactants are: CC(C)(C)OC(=O)C1CNC1.COC(=O)c1noc2c1CCc1cc(C=O)ccc1-2. (8) Given the product CCOC(=O)c1nn(Cc2ccc(OC)cc2)cc1[N+](=O)[O-], predict the reactants needed to synthesize it. The reactants are: CCOC(=O)c1n[nH]cc1[N+](=O)[O-].COc1ccc(CCl)cc1. (9) Given the product CC(C)(C)OC(=O)Nc1ccccc1NC(=O)CCCCCC(=O)O, predict the reactants needed to synthesize it. The reactants are: CCOC(=O)CCCCCC(=O)Nc1ccccc1NC(=O)OC(C)(C)C. (10) The reactants are: COc1cc(N)c(Cl)cc1C(=O)NCC1CCNCC1.COc1ccc(OCCCCCCl)cc1OC. Given the product COc1ccc(OCCCCCN2CCC(CNC(=O)c3cc(Cl)c(N)cc3OC)CC2)cc1OC, predict the reactants needed to synthesize it.